Dataset: HIV replication inhibition screening data with 41,000+ compounds from the AIDS Antiviral Screen. Task: Binary Classification. Given a drug SMILES string, predict its activity (active/inactive) in a high-throughput screening assay against a specified biological target. (1) The molecule is CC1=C(C)C(N2CCOCC2)CS(=O)(=O)O1. The result is 0 (inactive). (2) The compound is Cc1cccc2c1CCC21OC(=O)c2c1cc(F)c1ccccc21. The result is 0 (inactive). (3) The compound is N#CCCN(c1ccc(C=Nc2cccc([N+](=O)[O-])c2)cc1)S(=O)(=O)c1ccccc1. The result is 0 (inactive). (4) The drug is CC1CC(NN(C)C)C2(C(N)=O)C(=N)NC(=O)C12C#N. The result is 0 (inactive). (5) The drug is c1ccc(COCC2C3OCC(C(OCc4ccccc4)C3OCc3ccccc3)N2Cc2ccccc2)cc1. The result is 0 (inactive). (6) The compound is CC12CCC3c4cc(OCC(F)(F)F)c(O)cc4C(=NO)CC3C1CCC2O. The result is 0 (inactive).